From a dataset of Acute oral toxicity (LD50) regression data from Zhu et al.. Regression/Classification. Given a drug SMILES string, predict its toxicity properties. Task type varies by dataset: regression for continuous values (e.g., LD50, hERG inhibition percentage) or binary classification for toxic/non-toxic outcomes (e.g., AMES mutagenicity, cardiotoxicity, hepatotoxicity). Dataset: ld50_zhu. (1) The rat oral LD50 is 3.46, given as -log10 of the dose in mol/kg body weight (higher means more acutely toxic). The molecule is NC(Cc1ccc(N(CCCl)CCCl)cc1)C(=O)O. (2) The compound is OC(c1ccccc1)c1ccccc1. The rat oral LD50 is 1.57, given as -log10 of the dose in mol/kg body weight (higher means more acutely toxic). (3) The compound is Cc1ccc(Cl)c(Nc2ccccc2C(=O)O)c1Cl. The rat oral LD50 is 3.47, given as -log10 of the dose in mol/kg body weight (higher means more acutely toxic).